Predict the reactants needed to synthesize the given product. From a dataset of Full USPTO retrosynthesis dataset with 1.9M reactions from patents (1976-2016). (1) The reactants are: C([O:4][CH2:5][C:6]1[CH:11]=[CH:10][C:9]([CH2:12][CH2:13][C:14]([F:20])([F:19])[C:15]([F:18])([F:17])[F:16])=[CH:8][CH:7]=1)(=O)C.[OH-].[K+].Cl. Given the product [F:19][C:14]([F:20])([C:15]([F:16])([F:17])[F:18])[CH2:13][CH2:12][C:9]1[CH:8]=[CH:7][C:6]([CH2:5][OH:4])=[CH:11][CH:10]=1, predict the reactants needed to synthesize it. (2) Given the product [N:1]1([C:8]2[CH:17]=[CH:16][C:15]([N+:18]([O-:20])=[O:19])=[C:14]3[C:9]=2[CH:10]=[CH:11][CH:12]=[N:13]3)[CH2:6][CH2:5][O:4][CH2:3][CH2:2]1, predict the reactants needed to synthesize it. The reactants are: [NH:1]1[CH2:6][CH2:5][O:4][CH2:3][CH2:2]1.Cl[C:8]1[CH:17]=[CH:16][C:15]([N+:18]([O-:20])=[O:19])=[C:14]2[C:9]=1[CH:10]=[CH:11][CH:12]=[N:13]2. (3) Given the product [S:1]1[C:5]2[CH:6]=[CH:7][CH:8]=[CH:9][C:4]=2[N:3]=[C:2]1[N:10]1[C:14](=[O:15])[C:13](=[CH:24][N:25]([CH3:27])[CH3:26])[C:12]([C:16]2[S:17][C:18]([Br:21])=[CH:19][CH:20]=2)=[N:11]1, predict the reactants needed to synthesize it. The reactants are: [S:1]1[C:5]2[CH:6]=[CH:7][CH:8]=[CH:9][C:4]=2[N:3]=[C:2]1[N:10]1[C:14](=[O:15])[CH:13]=[C:12]([C:16]2[S:17][C:18]([Br:21])=[CH:19][CH:20]=2)[NH:11]1.CO[CH:24](OC)[N:25]([CH3:27])[CH3:26]. (4) Given the product [F:3][C:4]1[CH:12]=[CH:11][C:10]2[N:9]([S:24]([C:18]3[CH:23]=[CH:22][CH:21]=[CH:20][CH:19]=3)(=[O:26])=[O:25])[C:8]3[CH2:13][CH2:14][NH:15][C:16](=[O:17])[C:7]=3[C:6]=2[CH:5]=1, predict the reactants needed to synthesize it. The reactants are: [H-].[Na+].[F:3][C:4]1[CH:12]=[CH:11][C:10]2[NH:9][C:8]3[CH2:13][CH2:14][NH:15][C:16](=[O:17])[C:7]=3[C:6]=2[CH:5]=1.[C:18]1([S:24](Cl)(=[O:26])=[O:25])[CH:23]=[CH:22][CH:21]=[CH:20][CH:19]=1.CO.